The task is: Predict the reaction yield, written as a fraction of the theoretical maximum amount of product (1.0 means a 100% yield; for example, 0.34 means a 34% yield).. This data is from Reaction yield outcomes from USPTO patents with 853,638 reactions. (1) The reactants are [CH3:1][N:2]1[CH:6]=[C:5]([C:7]2[CH:39]=[CH:38][C:10]3[N:11]([C:14]4[S:18][C:17]([C:19]([NH2:21])=[O:20])=[C:16]([O:22][CH:23]([C:25]5[CH:30]=[CH:29][CH:28]=[C:27]([O:31][CH:32]6[CH2:37][CH2:36][NH:35][CH2:34][CH2:33]6)[CH:26]=5)[CH3:24])[CH:15]=4)[CH:12]=[N:13][C:9]=3[CH:8]=2)[CH:4]=[N:3]1.[C:40](O)(=O)C.C=O.[Na].[OH-].[Na+]. The catalyst is C(Cl)Cl.CO. The product is [CH3:40][N:35]1[CH2:34][CH2:33][CH:32]([O:31][C:27]2[CH:26]=[C:25]([CH:23]([O:22][C:16]3[CH:15]=[C:14]([N:11]4[C:10]5[CH:38]=[CH:39][C:7]([C:5]6[CH:4]=[N:3][N:2]([CH3:1])[CH:6]=6)=[CH:8][C:9]=5[N:13]=[CH:12]4)[S:18][C:17]=3[C:19]([NH2:21])=[O:20])[CH3:24])[CH:30]=[CH:29][CH:28]=2)[CH2:37][CH2:36]1. The yield is 0.900. (2) The reactants are [CH2:1]([S:8][C:9]1[N:14]2[N:15]=[CH:16][C:17]([CH:18]=O)=[C:13]2[N:12]=[C:11]([NH:20][C:21]2[CH:26]=[CH:25][CH:24]=[C:23]([Cl:27])[CH:22]=2)[CH:10]=1)[C:2]1[CH:7]=[CH:6][CH:5]=[CH:4][CH:3]=1.C(O)C.[NH:31]1[CH2:37][C:35](=[O:36])[NH:34][C:32]1=[O:33].N1CCCCC1. The catalyst is O. The product is [CH2:1]([S:8][C:9]1[N:14]2[N:15]=[CH:16][C:17]([CH:18]=[C:37]3[NH:31][C:32](=[O:33])[NH:34][C:35]3=[O:36])=[C:13]2[N:12]=[C:11]([NH:20][C:21]2[CH:26]=[CH:25][CH:24]=[C:23]([Cl:27])[CH:22]=2)[CH:10]=1)[C:2]1[CH:7]=[CH:6][CH:5]=[CH:4][CH:3]=1. The yield is 0.920. (3) The reactants are [CH3:1][O:2][C:3]([C@@H:5]1[CH2:18][C@@H:17](Br)[C:16](=[O:20])[C@H:15]2[C@@:6]1([CH3:28])[CH2:7][CH2:8][C@H:9]1[C@:14]2([CH3:21])[CH2:13][C@@H:12]([C:22]2[CH:26]=[CH:25][O:24][CH:23]=2)[O:11][C:10]1=[O:27])=[O:4].[N-:29]=[N+:30]=[N-:31].[Na+].C(O)(=O)C.O. The catalyst is CN(C=O)C. The product is [CH3:1][O:2][C:3]([C@@H:5]1[CH2:18][C@H:17]([N:29]=[N+:30]=[N-:31])[C:16](=[O:20])[C@H:15]2[C@@:6]1([CH3:28])[CH2:7][CH2:8][C@@H:9]1[C@:14]2([CH3:21])[CH2:13][C@@H:12]([C:22]2[CH:26]=[CH:25][O:24][CH:23]=2)[O:11][C:10]1=[O:27])=[O:4]. The yield is 0.860. (4) The reactants are [CH3:1][C:2]1[CH:3]=[C:4]([C:9]2[C:14]([C:15]3[CH:20]=[C:19]([CH3:21])[CH:18]=[C:17]([CH3:22])[CH:16]=3)=[N:13][CH:12]=[CH:11][N+:10]=2[O-])[CH:5]=[C:6]([CH3:8])[CH:7]=1.P(Cl)(Cl)([Cl:26])=O. The catalyst is O. The product is [Cl:26][C:12]1[N:13]=[C:14]([C:15]2[CH:20]=[C:19]([CH3:21])[CH:18]=[C:17]([CH3:22])[CH:16]=2)[C:9]([C:4]2[CH:3]=[C:2]([CH3:1])[CH:7]=[C:6]([CH3:8])[CH:5]=2)=[N:10][CH:11]=1. The yield is 0.900. (5) The reactants are [F:1][C:2]([F:32])([F:31])[O:3][C:4]1[CH:9]=[CH:8][C:7]([N:10]2[CH:14]=[N:13][C:12]([C:15]3[CH:30]=[CH:29][C:18]([CH2:19][CH2:20][NH:21]C(=O)OC(C)(C)C)=[CH:17][CH:16]=3)=[N:11]2)=[CH:6][CH:5]=1.FC(F)(F)C(O)=O. The catalyst is ClCCl. The product is [F:32][C:2]([F:1])([F:31])[O:3][C:4]1[CH:5]=[CH:6][C:7]([N:10]2[CH:14]=[N:13][C:12]([C:15]3[CH:30]=[CH:29][C:18]([CH2:19][CH2:20][NH2:21])=[CH:17][CH:16]=3)=[N:11]2)=[CH:8][CH:9]=1. The yield is 0.970.